Dataset: Forward reaction prediction with 1.9M reactions from USPTO patents (1976-2016). Task: Predict the product of the given reaction. (1) Given the reactants [Cl:1][C:2]1[CH:7]=[CH:6][CH:5]=[C:4]([Cl:8])[C:3]=1[CH2:9][S:10]([C:13]1[CH:14]=[C:15]2[C:19](=[CH:20][CH:21]=1)[NH:18][C:17](=[O:22])[CH2:16]2)(=[O:12])=[O:11].[CH3:23][C@H:24]1[NH:29][C@@H:28]([CH3:30])[CH2:27][N:26]([CH2:31][C:32]2[C:33]([CH3:40])=[C:34]([CH:38]=O)[NH:35][C:36]=2[CH3:37])[CH2:25]1, predict the reaction product. The product is: [Cl:8][C:4]1[CH:5]=[CH:6][CH:7]=[C:2]([Cl:1])[C:3]=1[CH2:9][S:10]([C:13]1[CH:14]=[C:15]2[C:19](=[CH:20][CH:21]=1)[NH:18][C:17](=[O:22])/[C:16]/2=[CH:38]\[C:34]1[NH:35][C:36]([CH3:37])=[C:32]([CH2:31][N:26]2[CH2:25][C@H:24]([CH3:23])[NH:29][C@H:28]([CH3:30])[CH2:27]2)[C:33]=1[CH3:40])(=[O:12])=[O:11]. (2) Given the reactants ClC1N=C(C2SC(C(C)C)=NC=2C2C=C(C=CC=2)N)C=CN=1.C(OC(=O)[NH:28][C:29]1[CH:34]=[CH:33][CH:32]=[C:31]([C:35]2[N:36]=[C:37]([N:47]3[CH2:52][CH2:51][O:50][CH2:49][CH2:48]3)[S:38][C:39]=2[C:40]2[CH:45]=[CH:44][N:43]=[C:42]([Cl:46])[N:41]=2)[C:30]=1[Cl:53])C=C, predict the reaction product. The product is: [Cl:53][C:30]1[C:31]([C:35]2[N:36]=[C:37]([N:47]3[CH2:52][CH2:51][O:50][CH2:49][CH2:48]3)[S:38][C:39]=2[C:40]2[CH:45]=[CH:44][N:43]=[C:42]([Cl:46])[N:41]=2)=[CH:32][CH:33]=[CH:34][C:29]=1[NH2:28]. (3) Given the reactants CC([Si](C)(C)[O:6][CH2:7][C:8]1[CH:13]=[CH:12][CH:11]=[C:10]([O:14][CH2:15][O:16][CH3:17])[C:9]=1[C:18]1([C:21](OCC)=[O:22])[CH2:20][CH2:19]1)(C)C.[H-].[H-].[H-].[H-].[Li+].[Al+3], predict the reaction product. The product is: [OH:22][CH2:21][C:18]1([C:9]2[C:10]([O:14][CH2:15][O:16][CH3:17])=[CH:11][CH:12]=[CH:13][C:8]=2[CH2:7][OH:6])[CH2:19][CH2:20]1. (4) Given the reactants [C:1]([O:5][C:6]([N:8]1[CH2:13][CH2:12][CH2:11][CH:10]([C:14]([OH:16])=[O:15])[CH2:9]1)=[O:7])([CH3:4])([CH3:3])[CH3:2].C(=O)([O-])[O-].[K+].[K+].[CH2:23](Br)[CH:24]=[CH2:25].O, predict the reaction product. The product is: [C:1]([O:5][C:6]([N:8]1[CH2:13][CH2:12][CH2:11][CH:10]([C:14]([O:16][CH2:25][CH:24]=[CH2:23])=[O:15])[CH2:9]1)=[O:7])([CH3:4])([CH3:2])[CH3:3].